Dataset: Full USPTO retrosynthesis dataset with 1.9M reactions from patents (1976-2016). Task: Predict the reactants needed to synthesize the given product. (1) Given the product [C:16]([CH:14]([CH:12]([C:11]([O-:20])=[O:19])[OH:13])[OH:15])([O-:18])=[O:17].[N:1]12[CH2:8][CH2:7][CH:4]([CH2:5][CH2:6]1)[CH2:3][C@@H:2]2[C:9]#[N:10], predict the reactants needed to synthesize it. The reactants are: [N:1]12[CH2:8][CH2:7][CH:4]([CH2:5][CH2:6]1)[CH2:3][CH:2]2[C:9]#[N:10].[C:11]([OH:20])(=[O:19])[CH:12]([CH:14]([C:16]([OH:18])=[O:17])[OH:15])[OH:13]. (2) Given the product [OH:28][C@H:15]1[CH2:14][CH2:13][C:12]2[CH:29]=[C:8]([C:3]([OH:30])([C:2]([F:1])([F:41])[F:42])[C:4]([F:7])([F:5])[F:6])[CH:9]=[CH:10][C:11]=2[N:17]([C:18](=[O:27])[C@H:19]([C:21]2[CH:22]=[CH:23][CH:24]=[CH:25][CH:26]=2)[CH3:20])[CH2:16]1, predict the reactants needed to synthesize it. The reactants are: [F:1][C:2]([F:42])([F:41])[C:3]([O:30]C(=O)[C@H](C1C=CC=CC=1)C)([C:8]1[CH:9]=[CH:10][C:11]2[N:17]([C:18](=[O:27])[C@H:19]([C:21]3[CH:26]=[CH:25][CH:24]=[CH:23][CH:22]=3)[CH3:20])[CH2:16][C@@H:15]([OH:28])[CH2:14][CH2:13][C:12]=2[CH:29]=1)[C:4]([F:7])([F:6])[F:5].FC(F)(F)C(OC(=O)[C@H](C1C=CC=CC=1)C)(C1C=CC2N(C(=O)[C@H](C3C=CC=CC=3)C)C[C@@H](OC3C=CC=C(CC(OC)=O)C=3)CCC=2C=1)C(F)(F)F.[OH-].[Na+]. (3) Given the product [F:25][C:23]1[CH:22]=[CH:21][C:20]([N+:26]([O-:28])=[O:27])=[C:19]([NH:17][C:13]2[CH:12]=[N:11][CH:16]=[CH:15][CH:14]=2)[CH:24]=1, predict the reactants needed to synthesize it. The reactants are: [Li+].C[Si]([N-][Si](C)(C)C)(C)C.[N:11]1[CH:16]=[CH:15][CH:14]=[C:13]([NH2:17])[CH:12]=1.F[C:19]1[CH:24]=[C:23]([F:25])[CH:22]=[CH:21][C:20]=1[N+:26]([O-:28])=[O:27]. (4) Given the product [Cl:33][C:30]1[CH:29]=[CH:28][C:27]([C:19]2[CH:18]=[CH:17][N:16]3[C:34](=[O:35])[N:13]([CH2:12][C:11]4[C:6]([CH2:5][OH:4])=[N:7][C:8]([C:36]([F:38])([F:39])[F:37])=[CH:9][CH:10]=4)[N:14]=[C:15]3[C:20]=2[C:21]2[CH:22]=[CH:23][N:24]=[CH:25][CH:26]=2)=[CH:32][CH:31]=1, predict the reactants needed to synthesize it. The reactants are: C([O:4][CH2:5][C:6]1[C:11]([CH2:12][N:13]2[C:34](=[O:35])[N:16]3[CH:17]=[CH:18][C:19]([C:27]4[CH:32]=[CH:31][C:30]([Cl:33])=[CH:29][CH:28]=4)=[C:20]([C:21]4[CH:26]=[CH:25][N:24]=[CH:23][CH:22]=4)[C:15]3=[N:14]2)=[CH:10][CH:9]=[C:8]([C:36]([F:39])([F:38])[F:37])[N:7]=1)(=O)C.C([O-])([O-])=O.[K+].[K+]. (5) Given the product [Cl:1][C:2]1[CH:3]=[C:4]([NH:11][C:12]2[CH:17]=[CH:16][C:15]([N:18]3[CH2:19][CH2:20][N:21]([CH:24]4[CH2:39][O:36][CH2:37]4)[CH2:22][CH2:23]3)=[CH:14][N:13]=2)[C:5]2[N:6]([CH:8]=[CH:9][N:10]=2)[N:7]=1, predict the reactants needed to synthesize it. The reactants are: [Cl:1][C:2]1[CH:3]=[C:4]([NH:11][C:12]2[CH:17]=[CH:16][C:15]([N:18]3[CH2:23][CH2:22][N:21]([CH3:24])[CH2:20][CH2:19]3)=[CH:14][N:13]=2)[C:5]2[N:6]([CH:8]=[CH:9][N:10]=2)[N:7]=1.BrC1C2N(C=CN=2)N=C(Cl)C=1.[O:36]1[CH2:39]C(N2CCN(C3C=CC(N)=NC=3)CC2)[CH2:37]1.